From a dataset of Catalyst prediction with 721,799 reactions and 888 catalyst types from USPTO. Predict which catalyst facilitates the given reaction. (1) Reactant: [NH2:1][C:2]1[N:7]=[C:6](S(C)(=O)=O)[C:5]([C:12]#[N:13])=[C:4]([C:14]2[CH:19]=[C:18]([O:20][CH3:21])[C:17]([O:22][CH3:23])=[C:16]([O:24][CH3:25])[CH:15]=2)[N:3]=1.[C:26]1([OH:32])[CH:31]=[CH:30][CH:29]=[CH:28][CH:27]=1.C1CCN2C(=NCCC2)CC1. Product: [NH2:1][C:2]1[N:7]=[C:6]([O:32][C:26]2[CH:31]=[CH:30][CH:29]=[CH:28][CH:27]=2)[C:5]([C:12]#[N:13])=[C:4]([C:14]2[CH:19]=[C:18]([O:20][CH3:21])[C:17]([O:22][CH3:23])=[C:16]([O:24][CH3:25])[CH:15]=2)[N:3]=1. The catalyst class is: 57. (2) Reactant: [F:1][C:2]1[CH:7]=[CH:6][C:5]([C:8]2[N:12]=[C:11]([S:13][CH3:14])[N:10]([CH2:15][CH2:16][O:17][CH3:18])[C:9]=2[C:19]2[CH:24]=[CH:23][N:22]=[C:21]([NH:25][C:26]([CH:28]3[CH2:33][CH2:32][O:31][CH2:30][CH2:29]3)=[O:27])[CH:20]=2)=[CH:4][CH:3]=1.I([O-])(=O)(=O)=[O:35].[Na+]. Product: [F:1][C:2]1[CH:7]=[CH:6][C:5]([C:8]2[N:12]=[C:11]([S:13]([CH3:14])=[O:35])[N:10]([CH2:15][CH2:16][O:17][CH3:18])[C:9]=2[C:19]2[CH:24]=[CH:23][N:22]=[C:21]([NH:25][C:26]([CH:28]3[CH2:29][CH2:30][O:31][CH2:32][CH2:33]3)=[O:27])[CH:20]=2)=[CH:4][CH:3]=1. The catalyst class is: 20. (3) Reactant: [CH2:1]([O:3][C:4](=[O:43])[C:5]1[CH:10]=[C:9]([C:11]#[N:12])[C:8]([N:13]2[CH2:18][CH2:17][CH:16]([C:19](=[O:34])[N:20](CC=C)[S:21]([CH2:24][C:25]3[CH:30]=[CH:29][CH:28]=[CH:27][CH:26]=3)(=[O:23])=[O:22])[CH2:15][CH2:14]2)=[N:7][C:6]=1OS(C(F)(F)F)(=O)=O)[CH3:2].CC1(C)C2C(=C(P(C3C=CC=CC=3)C3C=CC=CC=3)C=CC=2)OC2C(P(C3C=CC=CC=3)C3C=CC=CC=3)=CC=CC1=2.[C-]#N.[Na+].C[CH2:90][N:91](C(C)C)C(C)C. Product: [CH2:1]([O:3][C:4](=[O:43])[C:5]1[CH:10]=[C:9]([C:11]#[N:12])[C:8]([N:13]2[CH2:18][CH2:17][CH:16]([C:19](=[O:34])[NH:20][S:21]([CH2:24][C:25]3[CH:30]=[CH:29][CH:28]=[CH:27][CH:26]=3)(=[O:23])=[O:22])[CH2:15][CH2:14]2)=[N:7][C:6]=1[C:90]#[N:91])[CH3:2]. The catalyst class is: 102. (4) Product: [CH3:1][O:2][C:3]1[C:4](=[O:37])[C:5]([CH3:36])=[C:6]([CH2:12][C:13]2[CH:14]=[CH:15][C:16]([OH:32])=[C:17]([CH:31]=2)[C:18]([NH:20][C:21]2[CH:26]=[CH:25][C:24]([C:27]([F:28])([F:30])[F:29])=[CH:23][CH:22]=2)=[O:19])[C:7](=[O:11])[C:8]=1[O:9][CH3:10]. Reactant: [CH3:1][O:2][C:3]1[C:4](=[O:37])[C:5]([CH3:36])=[C:6]([CH2:12][C:13]2[CH:14]=[CH:15][C:16]([O:32]C(=O)C)=[C:17]([CH:31]=2)[C:18]([NH:20][C:21]2[CH:26]=[CH:25][C:24]([C:27]([F:30])([F:29])[F:28])=[CH:23][CH:22]=2)=[O:19])[C:7](=[O:11])[C:8]=1[O:9][CH3:10].C(=O)([O-])O.[Na+]. The catalyst class is: 24. (5) Reactant: C([Li])CCC.Br[C:7]1[CH:12]=[CH:11][CH:10]=[C:9]([O:13][CH3:14])[CH:8]=1.[B:15](OC(C)C)([O:20]C(C)C)[O:16]C(C)C.Cl. Product: [CH3:14][O:13][C:9]1[CH:8]=[C:7]([B:15]([OH:20])[OH:16])[CH:12]=[CH:11][CH:10]=1. The catalyst class is: 323. (6) Reactant: [F:1][C:2]1[CH:3]=[C:4]([NH:9][C:10]2[CH:11]=[N:12][C:13]([F:16])=[CH:14][CH:15]=2)[C:5]([NH2:8])=[CH:6][CH:7]=1.[C:17]([O:21][C:22]([NH:24][C@@H:25]([CH3:29])[C:26](O)=[O:27])=[O:23])([CH3:20])([CH3:19])[CH3:18].C1C=NC2N(O)N=NC=2C=1.CN1CCOCC1.Cl.CN(C)CCCN=C=NCC. Product: [C:17]([O:21][C:22](=[O:23])[NH:24][C@H:25]([C:26](=[O:27])[NH:8][C:5]1[CH:6]=[CH:7][C:2]([F:1])=[CH:3][C:4]=1[NH:9][C:10]1[CH:11]=[N:12][C:13]([F:16])=[CH:14][CH:15]=1)[CH3:29])([CH3:18])([CH3:19])[CH3:20]. The catalyst class is: 2.